Dataset: Forward reaction prediction with 1.9M reactions from USPTO patents (1976-2016). Task: Predict the product of the given reaction. (1) The product is: [C:1]([O:5][C:6]([N:8]1[C:12]2[CH:13]=[CH:14][CH:15]=[CH:16][C:11]=2[N:10]=[C:9]1[C:17]1([N:30]([C:31]([O:33][C:34]([CH3:37])([CH3:36])[CH3:35])=[O:32])[CH3:40])[CH2:22][CH2:21][N:20]([C:23]([O:25][C:26]([CH3:27])([CH3:28])[CH3:29])=[O:24])[CH2:19][CH2:18]1)=[O:7])([CH3:2])([CH3:3])[CH3:4]. Given the reactants [C:1]([O:5][C:6]([N:8]1[C:12]2[CH:13]=[CH:14][CH:15]=[CH:16][C:11]=2[N:10]=[C:9]1[C:17]1([NH:30][C:31]([O:33][C:34]([CH3:37])([CH3:36])[CH3:35])=[O:32])[CH2:22][CH2:21][N:20]([C:23]([O:25][C:26]([CH3:29])([CH3:28])[CH3:27])=[O:24])[CH2:19][CH2:18]1)=[O:7])([CH3:4])([CH3:3])[CH3:2].[H-].[Na+].[CH3:40]I.O, predict the reaction product. (2) Given the reactants [N:1]12[CH2:8][CH2:7][C:4]([C:9]([C:17]3[CH:22]=[CH:21][CH:20]=[CH:19][CH:18]=3)([C:11]3[CH:16]=[CH:15][CH:14]=[CH:13][CH:12]=3)[OH:10])([CH2:5][CH2:6]1)[CH2:3][CH2:2]2.CC#N.[C:26]1([O:32][CH2:33][CH2:34][Br:35])[CH:31]=[CH:30][CH:29]=[CH:28][CH:27]=1, predict the reaction product. The product is: [Br-:35].[OH:10][C:9]([C:17]1[CH:22]=[CH:21][CH:20]=[CH:19][CH:18]=1)([C:11]1[CH:12]=[CH:13][CH:14]=[CH:15][CH:16]=1)[C:4]12[CH2:5][CH2:6][N+:1]([CH2:34][CH2:33][O:32][C:26]3[CH:31]=[CH:30][CH:29]=[CH:28][CH:27]=3)([CH2:2][CH2:3]1)[CH2:8][CH2:7]2.